From a dataset of Reaction yield outcomes from USPTO patents with 853,638 reactions. Predict the reaction yield, written as a fraction of the theoretical maximum amount of product (1.0 means a 100% yield; for example, 0.34 means a 34% yield). (1) The reactants are [F:1][C:2]1[C:7]2[O:8][C:9]([CH3:14])([CH3:13])[C:10](=S)[NH:11][C:6]=2[CH:5]=[C:4]([N+:15]([O-:17])=[O:16])[CH:3]=1.[Si]([N:22]=[N+:23]=[N-:24])(C)(C)C. The catalyst is C1COCC1.[Hg](OC(C)=O)OC(C)=O.CCOC(C)=O. The product is [CH3:13][C:9]1([CH3:14])[O:8][C:7]2[C:2]([F:1])=[CH:3][C:4]([N+:15]([O-:17])=[O:16])=[CH:5][C:6]=2[N:11]2[N:22]=[N:23][N:24]=[C:10]12. The yield is 0.570. (2) The catalyst is CO. The yield is 0.670. The reactants are [Si]([O:8][CH2:9][C:10]1[C:11]([C:16]2[CH:20]=[CH:19][N:18]([CH2:21][CH2:22][C:23]([O:25][CH3:26])=[O:24])[N:17]=2)=[N:12][CH:13]=[CH:14][CH:15]=1)(C(C)(C)C)(C)C.Cl. The product is [OH:8][CH2:9][C:10]1[C:11]([C:16]2[CH:20]=[CH:19][N:18]([CH2:21][CH2:22][C:23]([O:25][CH3:26])=[O:24])[N:17]=2)=[N:12][CH:13]=[CH:14][CH:15]=1. (3) The reactants are C(O)[C:2]1[CH:7]=[CH:6][CH:5]=[CH:4][CH:3]=1.[H-].[Na+].[S:11]([C:15]1[CH:20]=[CH:19][CH:18]=[CH:17][C:16]=1F)(=[O:14])(=[O:13])[NH2:12].Cl.CN([CH:26]=[O:27])C. No catalyst specified. The product is [O:27]([CH2:26][C:16]1[CH:17]=[CH:18][CH:19]=[CH:20][C:15]=1[S:11](=[O:14])(=[O:13])[NH2:12])[C:2]1[CH:3]=[CH:4][CH:5]=[CH:6][CH:7]=1. The yield is 0.667. (4) The reactants are S(Cl)(Cl)=O.C(C1C=CC(C(O)=O)=CC=1)CCCCCCC.C(C1C=CC(C(Cl)=O)=CC=1)CCCCCCC.[CH3:39][O:40][C:41]1[CH:42]=[C:43]2[C:48](=[CH:49][C:50]=1[O:51][CH3:52])[N:47]=[CH:46][CH:45]=[C:44]2[O:53][C:54]1[CH:60]=[CH:59][C:57]([NH2:58])=[CH:56][CH:55]=1.[CH2:61]([C:69]1[CH:74]=[CH:73][C:72]([C:75]([N:77]=[C:78]=[S:79])=[O:76])=[CH:71][CH:70]=1)[CH2:62][CH2:63][CH2:64][CH2:65][CH2:66][CH2:67][CH3:68]. The catalyst is C1(C)C=CC=CC=1.C(O)C. The product is [CH3:39][O:40][C:41]1[CH:42]=[C:43]2[C:48](=[CH:49][C:50]=1[O:51][CH3:52])[N:47]=[CH:46][CH:45]=[C:44]2[O:53][C:54]1[CH:60]=[CH:59][C:57]([NH:58][C:78]([NH:77][C:75](=[O:76])[C:72]2[CH:73]=[CH:74][C:69]([CH2:61][CH2:62][CH2:63][CH2:64][CH2:65][CH2:66][CH2:67][CH3:68])=[CH:70][CH:71]=2)=[S:79])=[CH:56][CH:55]=1. The yield is 0.540.